This data is from Reaction yield outcomes from USPTO patents with 853,638 reactions. The task is: Predict the reaction yield, written as a fraction of the theoretical maximum amount of product (1.0 means a 100% yield; for example, 0.34 means a 34% yield). (1) The reactants are [CH3:1][C:2]([OH:9])([CH3:8])[C:3]#[C:4][CH2:5][CH2:6][OH:7].[C:10](OC(=O)C)(=[O:12])[CH3:11].C(N(CC)CC)C. The catalyst is ClCCl. The product is [C:10]([O:7][CH2:6][CH2:5][C:4]#[C:3][C:2]([OH:9])([CH3:8])[CH3:1])(=[O:12])[CH3:11]. The yield is 0.920. (2) The reactants are Br[CH:2]([CH2:6][CH2:7][CH2:8][CH3:9])[C:3]([OH:5])=[O:4].[CH:10]1[C:19]2[C:14](=[CH:15][CH:16]=[CH:17][CH:18]=2)[CH:13]=[CH:12][C:11]=1[OH:20].[NH2:21][C:22]1[S:23][CH:24]=[CH:25][N:26]=1. The catalyst is C1COCC1. The product is [CH:10]1[C:19]2[C:14](=[CH:15][CH:16]=[CH:17][CH:18]=2)[CH:13]=[CH:12][C:11]=1[O:20][CH:2]([CH2:6][CH2:7][CH2:8][CH3:9])[C:3]([OH:5])=[O:4].[CH:10]1[C:19]2[C:14](=[CH:15][CH:16]=[CH:17][CH:18]=2)[CH:13]=[CH:12][C:11]=1[O:20][CH:2]([CH2:6][CH2:7][CH2:8][CH3:9])[C:3]([NH:21][C:22]1[S:23][CH:24]=[CH:25][N:26]=1)=[O:5]. The yield is 0.750. (3) The reactants are Br[CH:2]([C:9]1[O:13][N:12]=[C:11]([C:14]2[CH:19]=[CH:18][C:17]([O:20][CH2:21][CH2:22][CH3:23])=[CH:16][C:15]=2[C:24]([F:27])([F:26])[F:25])[CH:10]=1)[C:3]([O:5][CH2:6][CH2:7][CH3:8])=[O:4].[F:28][C:29]1[C:34]([F:35])=[CH:33][CH:32]=[CH:31][C:30]=1[C:36]1[N:44]=[C:39]2[CH:40]=[N:41][NH:42][CH:43]=[C:38]2[N:37]=1.FC1C(F)=CC=CC=1C1N=C2C=NN(C(C3ON=C(C4C=CC(OCCC)=CC=4C(F)(F)F)C=3)C(OCC)=O)C=C2N=1. No catalyst specified. The product is [F:28][C:29]1[C:34]([F:35])=[CH:33][CH:32]=[CH:31][C:30]=1[C:36]1[N:44]=[C:39]2[CH:40]=[N:41][N:42]([CH:2]([C:9]3[O:13][N:12]=[C:11]([C:14]4[CH:19]=[CH:18][C:17]([O:20][CH2:21][CH2:22][CH3:23])=[CH:16][C:15]=4[C:24]([F:27])([F:26])[F:25])[CH:10]=3)[C:3]([O:5][CH2:6][CH2:7][CH3:8])=[O:4])[CH:43]=[C:38]2[N:37]=1. The yield is 0.310.